Dataset: Forward reaction prediction with 1.9M reactions from USPTO patents (1976-2016). Task: Predict the product of the given reaction. Given the reactants C([O:5][C:6](=[O:23])[C:7]1[CH:12]=[C:11]([F:13])[C:10]([Cl:14])=[CH:9][C:8]=1[NH:15][C:16]([O:18]C(C)(C)C)=O)(C)(C)C.[O:24]([C:31]1[CH:39]=[CH:38][C:34](C(Cl)=O)=[CH:33][CH:32]=1)[C:25]1[CH:30]=[CH:29][CH:28]=[CH:27][CH:26]=1.C(N(CC)CC)C, predict the reaction product. The product is: [Cl:14][C:10]1[C:11]([F:13])=[CH:12][C:7]([C:6]([OH:5])=[O:23])=[C:8]([NH:15][C:16](=[O:18])[C:34]2[CH:38]=[CH:39][C:31]([O:24][C:25]3[CH:30]=[CH:29][CH:28]=[CH:27][CH:26]=3)=[CH:32][CH:33]=2)[CH:9]=1.